From a dataset of Catalyst prediction with 721,799 reactions and 888 catalyst types from USPTO. Predict which catalyst facilitates the given reaction. (1) Reactant: [Cl:1][C:2]1[C:7]([F:8])=[C:6]([Cl:9])[CH:5]=[CH:4][C:3]=1[C:10]([N:12]1[CH2:17][CH2:16][NH:15][C:14](=O)[CH2:13]1)=[O:11].F[B-](F)(F)F.C([O+](CC)CC)C.[N:31]1[CH:36]=[CH:35][N:34]=[CH:33][C:32]=1[C:37]([NH:39][NH2:40])=O. Product: [Cl:1][C:2]1[C:7]([F:8])=[C:6]([Cl:9])[CH:5]=[CH:4][C:3]=1[C:10]([N:12]1[CH2:17][CH2:16][N:15]2[C:37]([C:32]3[CH:33]=[N:34][CH:35]=[CH:36][N:31]=3)=[N:39][N:40]=[C:14]2[CH2:13]1)=[O:11]. The catalyst class is: 4. (2) Reactant: [CH2:1]([O:5][C:6]1[C:7]2[C:14]([C:15]#[C:16][C:17]([OH:19])=O)=[CH:13][NH:12][C:8]=2[N:9]=[CH:10][N:11]=1)[CH:2]([CH3:4])[CH3:3].C([N:23](C(C)C)CC)(C)C.CN(C(ON1N=NC2C=CC=NC1=2)=[N+](C)C)C.F[P-](F)(F)(F)(F)F.N. Product: [CH2:1]([O:5][C:6]1[C:7]2[C:14]([C:15]#[C:16][C:17]([NH2:23])=[O:19])=[CH:13][NH:12][C:8]=2[N:9]=[CH:10][N:11]=1)[CH:2]([CH3:4])[CH3:3]. The catalyst class is: 3.